The task is: Predict the reactants needed to synthesize the given product.. This data is from Full USPTO retrosynthesis dataset with 1.9M reactions from patents (1976-2016). (1) The reactants are: [C:1]([O:4][C@@H:5]1[CH2:9][C@@H:8]([CH2:10][OH:11])[O:7][C@H:6]1[N:12]1[CH:20]=[N:19][C:18]2[C:13]1=[N:14][CH:15]=[N:16][C:17]=2[NH2:21])(=[O:3])[CH3:2].[H-].[Na+].[C:24]1([CH3:34])[CH:29]=[CH:28][C:27]([S:30](Cl)(=[O:32])=[O:31])=[CH:26][CH:25]=1. Given the product [C:1]([O:4][C@@H:5]1[CH2:9][C@@H:8]([CH2:10][O:11][S:30]([C:27]2[CH:28]=[CH:29][C:24]([CH3:34])=[CH:25][CH:26]=2)(=[O:32])=[O:31])[O:7][C@H:6]1[N:12]1[CH:20]=[N:19][C:18]2[C:13]1=[N:14][CH:15]=[N:16][C:17]=2[NH2:21])(=[O:3])[CH3:2], predict the reactants needed to synthesize it. (2) Given the product [ClH:36].[NH2:28][C@@H:23]1[CH2:22][CH2:21][CH2:20][C:19]2[C:18]([C:16]3[S:17][C:13]([C:5]4[CH:6]=[CH:7][C:8]([O:9][CH:10]([CH3:12])[CH3:11])=[C:3]([CH:4]=4)[C:1]#[N:2])=[N:14][N:15]=3)=[CH:27][CH:26]=[CH:25][C:24]1=2, predict the reactants needed to synthesize it. The reactants are: [C:1]([C:3]1[CH:4]=[C:5]([C:13]2[S:17][C:16]([C:18]3[CH:27]=[CH:26][CH:25]=[C:24]4[C:19]=3[CH2:20][CH2:21][CH2:22][C@H:23]4[NH:28]C(=O)OC(C)(C)C)=[N:15][N:14]=2)[CH:6]=[CH:7][C:8]=1[O:9][CH:10]([CH3:12])[CH3:11])#[N:2].[ClH:36].